Dataset: Reaction yield outcomes from USPTO patents with 853,638 reactions. Task: Predict the reaction yield, written as a fraction of the theoretical maximum amount of product (1.0 means a 100% yield; for example, 0.34 means a 34% yield). (1) The reactants are [NH2:1][NH2:2].[F:3][C:4]([F:14])([F:13])[C:5]1[CH:12]=[CH:11][C:8]([CH2:9]Br)=[CH:7][CH:6]=1. The catalyst is CO. The product is [F:3][C:4]([F:14])([F:13])[C:5]1[CH:12]=[CH:11][C:8]([CH2:9][NH:1][NH2:2])=[CH:7][CH:6]=1. The yield is 0.920. (2) The reactants are [Cl:1][C:2]1[N:3]=[C:4]([N:12]2[CH2:17][CH2:16][O:15][CH2:14][CH2:13]2)[C:5]2[N:10]=[C:9]([CH3:11])[S:8][C:6]=2[N:7]=1.CN(C)CCN(C)C.[Li]CCCC.[CH:31](=[O:38])[C:32]1[CH:37]=[CH:36][CH:35]=[CH:34][CH:33]=1. The catalyst is C1COCC1. The product is [Cl:1][C:2]1[N:3]=[C:4]([N:12]2[CH2:17][CH2:16][O:15][CH2:14][CH2:13]2)[C:5]2[N:10]=[C:9]([CH2:11][CH:31]([C:32]3[CH:37]=[CH:36][CH:35]=[CH:34][CH:33]=3)[OH:38])[S:8][C:6]=2[N:7]=1. The yield is 0.660. (3) The reactants are [S:1]1[CH:5]=[CH:4][CH:3]=[C:2]1[C:6]1[CH:11]=[CH:10][N:9]=[C:8]2[N:12]([C@@H:15]3[O:29][C@H:28]([CH2:30][O:31]C(C4C(C)=CC=CC=4)=O)[C@@H:17]([O:18]C(C4C(C)=CC=CC=4)=O)[CH2:16]3)[CH:13]=[N:14][C:7]=12. The catalyst is N. The product is [S:1]1[CH:5]=[CH:4][CH:3]=[C:2]1[C:6]1[CH:11]=[CH:10][N:9]=[C:8]2[N:12]([C@@H:15]3[O:29][C@H:28]([CH2:30][OH:31])[C@@H:17]([OH:18])[CH2:16]3)[CH:13]=[N:14][C:7]=12. The yield is 0.940. (4) The reactants are [NH:1]1[CH2:6][CH2:5][CH:4]([CH2:7][C:8]2[CH:13]=[CH:12][C:11]([NH2:14])=[CH:10][CH:9]=2)[CH2:3][CH2:2]1.[CH:15]([N:18]=[C:19]=[O:20])([CH3:17])[CH3:16]. No catalyst specified. The product is [CH:15]([NH:18][C:19]([N:1]1[CH2:6][CH2:5][CH:4]([CH2:7][C:8]2[CH:9]=[CH:10][C:11]([NH2:14])=[CH:12][CH:13]=2)[CH2:3][CH2:2]1)=[O:20])([CH3:17])[CH3:16]. The yield is 0.800. (5) The yield is 0.810. The reactants are [F:1][C:2]([F:18])([F:17])[C:3]1[O:7][N:6]=[C:5]([C:8]2[S:12][C:11]([C:13]([OH:15])=O)=[CH:10][CH:9]=2)[C:4]=1[CH3:16].[NH:19]1[CH2:24][CH2:23][C@@H:22]([OH:25])[C@@H:21]([OH:26])[CH2:20]1. The product is [CH3:16][C:4]1[C:5]([C:8]2[S:12][C:11]([C:13]([N:19]3[CH2:24][CH2:23][C@@H:22]([OH:25])[C@@H:21]([OH:26])[CH2:20]3)=[O:15])=[CH:10][CH:9]=2)=[N:6][O:7][C:3]=1[C:2]([F:1])([F:18])[F:17]. No catalyst specified.